From a dataset of Retrosynthesis with 50K atom-mapped reactions and 10 reaction types from USPTO. Predict the reactants needed to synthesize the given product. (1) The reactants are: CCCCCc1cc(Cl)c([N+](=O)[O-])c(Cl)n1.NCC1CCOCC1. Given the product CCCCCc1cc(NCC2CCOCC2)c([N+](=O)[O-])c(Cl)n1, predict the reactants needed to synthesize it. (2) Given the product C1CN2CCOC[C@H]2CN1, predict the reactants needed to synthesize it. The reactants are: c1ccc(CN2CCN3CCOC[C@H]3C2)cc1. (3) Given the product CCC(C)CC(=O)c1ccc(Br)cn1, predict the reactants needed to synthesize it. The reactants are: Brc1ccc(Br)nc1.CCC(C)CC(=O)N(C)OC. (4) Given the product CC(C)(C)OC(=O)Nc1sc(-c2ccc(C#N)cc2)cc1C(=O)N1CCC(N2CCCC3(C2)CC(C)(C)OC3=O)CC1, predict the reactants needed to synthesize it. The reactants are: CC(C)(C)OC(=O)Nc1sc(Br)cc1C(=O)N1CCC(N2CCCC3(C2)CC(C)(C)OC3=O)CC1.N#Cc1ccc(B(O)O)cc1. (5) Given the product COc1cc(O)c2c(c1C)C(=O)OC[C@H](COC(=O)c1ccc(CN)cc1)CCC(=S)N[C@H](c1nc(C)no1)CSC2, predict the reactants needed to synthesize it. The reactants are: COc1cc(O[Si](C)(C)C(C)(C)C(C)C)c2c(c1C)C(=O)OC[C@H](COC(=O)c1ccc(CN)cc1)CCC(=S)N[C@H](c1nc(C)no1)CSC2. (6) Given the product CC(C)OC(=O)Cc1cc(C(F)(F)F)ccc1I, predict the reactants needed to synthesize it. The reactants are: CC(C)O.O=C(O)Cc1cc(C(F)(F)F)ccc1I. (7) Given the product Cc1nn(C(C)(C)C)c2nc(C(C)(C)C)cc(C(=O)O)c12, predict the reactants needed to synthesize it. The reactants are: CCOC(=O)c1cc(C(C)(C)C)nc2c1c(C)nn2C(C)(C)C. (8) Given the product CCCCCCCCCCC/C=C/CO, predict the reactants needed to synthesize it. The reactants are: CCCCCCCCCCCC#CCO.